Regression. Given a peptide amino acid sequence and an MHC pseudo amino acid sequence, predict their binding affinity value. This is MHC class II binding data. From a dataset of Peptide-MHC class II binding affinity with 134,281 pairs from IEDB. The peptide sequence is RELWWVFYAAD. The MHC is HLA-DPA10201-DPB11401 with pseudo-sequence HLA-DPA10201-DPB11401. The binding affinity (normalized) is 0.